Predict the product of the given reaction. From a dataset of Forward reaction prediction with 1.9M reactions from USPTO patents (1976-2016). (1) Given the reactants [C:1]([O:5][C:6]([N:8]1[CH2:12][CH2:11][CH2:10][C@H:9]1[CH2:13][N:14]1[C:22]2[C:17](=[C:18]([Cl:23])[CH:19]=[CH:20][CH:21]=2)[C:16]([C:24]([OH:26])=O)=[CH:15]1)=[O:7])([CH3:4])([CH3:3])[CH3:2].Cl.[NH2:28][CH2:29][C:30]1([OH:38])[CH2:35][CH2:34][C:33]([F:37])([F:36])[CH2:32][CH2:31]1.CCN=C=NCCCN(C)C.C1C=CC2N(O)N=NC=2C=1, predict the reaction product. The product is: [Cl:23][C:18]1[CH:19]=[CH:20][CH:21]=[C:22]2[C:17]=1[C:16]([C:24](=[O:26])[NH:28][CH2:29][C:30]1([OH:38])[CH2:31][CH2:32][C:33]([F:37])([F:36])[CH2:34][CH2:35]1)=[CH:15][N:14]2[CH2:13][C@@H:9]1[CH2:10][CH2:11][CH2:12][N:8]1[C:6]([O:5][C:1]([CH3:2])([CH3:4])[CH3:3])=[O:7]. (2) Given the reactants [CH2:1]([O:3][C:4]1[CH:12]=[C:11]([F:13])[C:7]([C:8]([NH2:10])=O)=[C:6]([F:14])[CH:5]=1)[CH3:2].C(N(CC)CC)C.ClC(Cl)(Cl)C(Cl)=O, predict the reaction product. The product is: [CH2:1]([O:3][C:4]1[CH:5]=[C:6]([F:14])[C:7]([C:8]#[N:10])=[C:11]([F:13])[CH:12]=1)[CH3:2].